The task is: Predict the product of the given reaction.. This data is from Forward reaction prediction with 1.9M reactions from USPTO patents (1976-2016). (1) Given the reactants Cl.[CH:2]1([CH2:5][O:6][C:7]2[CH:12]=[C:11]([O:13][CH3:14])[C:10]([F:15])=[CH:9][C:8]=2[C:16]2[C:17]3[NH:24][C:23]([CH3:25])=[C:22]([C:26]([NH:28][CH:29]4[CH2:34][CH2:33][NH:32][CH2:31][CH2:30]4)=[O:27])[C:18]=3[N:19]=[CH:20][N:21]=2)[CH2:4][CH2:3]1.[CH3:35][O:36][CH2:37][C:38](Cl)=[O:39], predict the reaction product. The product is: [CH:2]1([CH2:5][O:6][C:7]2[CH:12]=[C:11]([O:13][CH3:14])[C:10]([F:15])=[CH:9][C:8]=2[C:16]2[C:17]3[NH:24][C:23]([CH3:25])=[C:22]([C:26]([NH:28][CH:29]4[CH2:30][CH2:31][N:32]([C:38](=[O:39])[CH2:37][O:36][CH3:35])[CH2:33][CH2:34]4)=[O:27])[C:18]=3[N:19]=[CH:20][N:21]=2)[CH2:4][CH2:3]1. (2) Given the reactants [CH2:1]([NH:6][CH2:7][CH2:8][CH2:9][CH2:10][CH3:11])[CH2:2][CH2:3][CH2:4][CH3:5].CS(O[CH2:17][C:18]1[CH:19]=[C:20]([CH:23]=[CH:24][C:25]=1[O:26][CH2:27][C:28]1[CH:33]=[CH:32][CH:31]=[CH:30][CH:29]=1)[CH:21]=[O:22])(=O)=O, predict the reaction product. The product is: [CH2:7]([N:6]([CH2:17][C:18]1[CH:19]=[C:20]([CH:23]=[CH:24][C:25]=1[O:26][CH2:27][C:28]1[CH:33]=[CH:32][CH:31]=[CH:30][CH:29]=1)[CH:21]=[O:22])[CH2:1][CH2:2][CH2:3][CH2:4][CH3:5])[CH2:8][CH2:9][CH2:10][CH3:11]. (3) Given the reactants [Br:1][C:2]1[N:3]=[C:4]([CH:18]2[CH2:20][CH2:19]2)[NH:5][C:6]=1[C:7]1[CH:12]=[CH:11][N:10]=[C:9]([NH:13][CH2:14][C@@H:15]([NH2:17])[CH3:16])[N:8]=1.C1COCC1.O.C([O-])(O)=O.[Na+].Cl[C:33]([O:35][CH3:36])=[O:34], predict the reaction product. The product is: [Br:1][C:2]1[N:3]=[C:4]([CH:18]2[CH2:20][CH2:19]2)[NH:5][C:6]=1[C:7]1[CH:12]=[CH:11][N:10]=[C:9]([NH:13][CH2:14][C@@H:15]([NH:17][C:33](=[O:34])[O:35][CH3:36])[CH3:16])[N:8]=1. (4) Given the reactants C(C1N=C(C2[CH:18]=[C:17](Cl)[C:16]3[C:11](=[C:12]([CH3:22])[C:13]([O:20][CH3:21])=[CH:14][CH:15]=3)[N:10]=2)SC=1)(C)C.C[O:24]C1C(C)=C(C=CC=1)N.B(Cl)(Cl)Cl.[Cl-].[Cl-].[Cl-].[Al+3], predict the reaction product. The product is: [CH3:22][C:12]1[C:13]([O:20][CH3:21])=[CH:14][CH:15]=[C:16]([C:17](=[O:24])[CH3:18])[C:11]=1[NH2:10]. (5) Given the reactants [CH2:1]([O:6][C@@H:7]1[C@H:11]([OH:12])[C@@H:10]([CH2:13][OH:14])[O:9][C@H:8]1[N:15]1[C:25]2[N:24]=[C:22]([NH2:23])[NH:21][C:19](=[O:20])[C:18]=2[N:17]=[CH:16]1)[CH2:2][CH2:3][CH2:4][CH3:5].C[Si](Cl)(C)C.[C:31](Cl)(=[O:35])[CH:32]([CH3:34])[CH3:33], predict the reaction product. The product is: [C:31]([NH:23][C:22]1[NH:21][C:19](=[O:20])[C:18]2[N:17]=[CH:16][N:15]([C:25]=2[N:24]=1)[C@@H:8]1[O:9][C@H:10]([CH2:13][OH:14])[C@@H:11]([OH:12])[C@H:7]1[O:6][CH2:1][CH2:2][CH2:3][CH2:4][CH3:5])(=[O:35])[CH:32]([CH3:34])[CH3:33]. (6) Given the reactants [CH3:1][C:2]1[C@@H:19]([O:20][C:21]([C@H:23]([OH:39])[C@@H:24]([NH:31][C:32]([O:34][C:35]([CH3:38])([CH3:37])[CH3:36])=[O:33])[C:25]2[CH:26]=[CH:27][CH:28]=[CH:29][CH:30]=2)=[O:22])[CH2:18][C@:14]2([OH:40])[C:15]([CH3:17])([CH3:16])[C:3]=1[C@@H:4]([OH:58])[C:5]([C@@:7]1([CH3:57])[C@H:12]([C@@H:13]2[O:41][C:42]([C:44]2[CH:45]=[CH:46][CH:47]=[CH:48][CH:49]=2)=[O:43])[C@:11]2([O:52][C:53]([CH3:55])=[O:54])[CH2:50][O:51][C@@H:10]2[CH2:9][C@@H:8]1[OH:56])=[O:6], predict the reaction product. The product is: [CH3:1][C:2]1[C@@H:19]([O:20][C:21]([C@H:23]([OH:39])[C@@H:24]([NH:31][C:32]([O:34][C:35]([CH3:36])([CH3:37])[CH3:38])=[O:33])[C:25]2[CH:26]=[CH:27][CH:28]=[CH:29][CH:30]=2)=[O:22])[CH2:18][C@:14]2([OH:40])[C:15]([CH3:16])([CH3:17])[C:3]=1[C@@H:4]([OH:58])[C:5]([C@@:7]1([CH3:57])[C@H:12]([C@@H:13]2[O:41][C:42]([C:44]2[CH:49]=[CH:48][CH:47]=[CH:46][CH:45]=2)=[O:43])[C@:11]2([O:52][C:53]([CH3:55])=[O:54])[CH2:50][O:51][C@@H:10]2[CH2:9][C@@H:8]1[OH:56])=[O:6].[CH2:5]([OH:6])[CH3:4]. (7) Given the reactants [CH3:1][C:2]1[CH:16]=[CH:15][C:5]2[N:6]=[N:7][N:8]([CH2:11][C:12]([OH:14])=O)[C:9](=[O:10])[C:4]=2[CH:3]=1.[C:17]1([CH3:26])[CH:22]=[CH:21][C:20]([C@@H:23]([NH2:25])[CH3:24])=[CH:19][CH:18]=1, predict the reaction product. The product is: [CH3:1][C:2]1[CH:16]=[CH:15][C:5]2[N:6]=[N:7][N:8]([CH2:11][C:12]([NH:25][C@H:23]([C:20]3[CH:21]=[CH:22][C:17]([CH3:26])=[CH:18][CH:19]=3)[CH3:24])=[O:14])[C:9](=[O:10])[C:4]=2[CH:3]=1. (8) Given the reactants [CH:1]([Mg]Cl)([CH3:3])[CH3:2].[Br:6][C:7]1[CH:8]=[C:9]2[C:14](=[CH:15][C:16]=1[O:17][CH2:18][CH3:19])[O:13][C:12]([CH3:21])([CH3:20])[CH2:11][C:10]2=O.C1(C)C=CC(S(O)(=O)=O)=CC=1, predict the reaction product. The product is: [Br:6][C:7]1[CH:8]=[C:9]2[C:14](=[CH:15][C:16]=1[O:17][CH2:18][CH3:19])[O:13][C:12]([CH3:21])([CH3:20])[CH:11]=[C:10]2[CH:1]([CH3:3])[CH3:2]. (9) Given the reactants [NH2:1][C:2]1[CH:3]=[CH:4][C:5]2[C:11]([CH3:13])([CH3:12])[CH2:10][CH2:9][C:8](=[O:14])[NH:7][C:6]=2[CH:15]=1.Cl[C:17]1[N:22]=[C:21]([NH:23][C@@H:24]2[C@@H:29]3[CH2:30][C@@H:26]([CH:27]=[CH:28]3)[C@@H:25]2[C:31]([NH2:33])=[O:32])[C:20]([Cl:34])=[CH:19][N:18]=1, predict the reaction product. The product is: [Cl:34][C:20]1[C:21]([NH:23][C@@H:24]2[C@@H:29]3[CH2:30][C@@H:26]([CH:27]=[CH:28]3)[C@@H:25]2[C:31]([NH2:33])=[O:32])=[N:22][C:17]([NH:1][C:2]2[CH:3]=[CH:4][C:5]3[C:11]([CH3:12])([CH3:13])[CH2:10][CH2:9][C:8](=[O:14])[NH:7][C:6]=3[CH:15]=2)=[N:18][CH:19]=1.